This data is from Forward reaction prediction with 1.9M reactions from USPTO patents (1976-2016). The task is: Predict the product of the given reaction. Given the reactants O.[NH2:2][NH2:3].[Br:4][C:5]1[CH:6]=[C:7]([C:11](=O)[CH2:12][C:13]([O:15]C)=O)[CH:8]=[N:9][CH:10]=1, predict the reaction product. The product is: [Br:4][C:5]1[CH:6]=[C:7]([C:11]2[NH:3][NH:2][C:13](=[O:15])[CH:12]=2)[CH:8]=[N:9][CH:10]=1.